From a dataset of Forward reaction prediction with 1.9M reactions from USPTO patents (1976-2016). Predict the product of the given reaction. Given the reactants [C:1]([O:5][C:6](=[O:39])[NH:7][C@@H:8]([CH2:37][OH:38])[CH2:9][O:10][CH2:11][CH2:12][CH2:13][CH2:14][CH2:15][CH2:16][CH2:17][CH2:18][CH2:19][CH2:20][CH2:21][N:22](CC1C=CC=CC=1)CC1C=CC=CC=1)([CH3:4])([CH3:3])[CH3:2].C([O-])=O.[NH4+], predict the reaction product. The product is: [C:1]([O:5][C:6](=[O:39])[NH:7][C@@H:8]([CH2:37][OH:38])[CH2:9][O:10][CH2:11][CH2:12][CH2:13][CH2:14][CH2:15][CH2:16][CH2:17][CH2:18][CH2:19][CH2:20][CH2:21][NH2:22])([CH3:4])([CH3:2])[CH3:3].